From a dataset of Full USPTO retrosynthesis dataset with 1.9M reactions from patents (1976-2016). Predict the reactants needed to synthesize the given product. (1) Given the product [NH2:25][C:20]1[CH:21]=[N:22][CH:23]=[CH:24][C:19]=1[C@@H:17]1[O:16][C@H:15]([CH3:28])[C@@:10]2([OH:29])[C@H:9]([N:8]([CH2:1][C:2]3[CH:3]=[CH:4][CH:5]=[CH:6][CH:7]=3)[CH2:13][CH2:12][CH2:11]2)[CH2:18]1, predict the reactants needed to synthesize it. The reactants are: [CH2:1]([N:8]1[C:13](=O)[CH2:12][CH2:11][C@@:10]2([OH:29])[C@@H:15]([CH3:28])[O:16][C@@H:17]([C:19]3[CH:24]=[CH:23][N:22]=[CH:21][C:20]=3[N+:25]([O-])=O)[CH2:18][C@@H:9]12)[C:2]1[CH:7]=[CH:6][CH:5]=[CH:4][CH:3]=1.B.C1COCC1. (2) Given the product [OH:4][CH2:5][C:6]1[CH:7]=[C:8]([CH:41]=[C:42]([CH2:44][OH:45])[CH:43]=1)[O:9][CH2:10][CH2:11][C:12]1([CH2:18][CH2:19][N:20]2[CH2:25][CH2:24][CH:23]([N:26]([C:34]3[CH:39]=[CH:38][C:37]([CH3:40])=[CH:36][CH:35]=3)[C:27]([C:29]3[O:30][CH:31]=[CH:32][CH:33]=3)=[O:28])[CH2:22][CH2:21]2)[CH2:17][CH2:16][CH2:15][CH2:14][CH2:13]1, predict the reactants needed to synthesize it. The reactants are: C([O:4][CH2:5][C:6]1[CH:7]=[C:8]([CH:41]=[C:42]([CH2:44][O:45]C(=O)C)[CH:43]=1)[O:9][CH2:10][CH2:11][C:12]1([CH2:18][CH2:19][N:20]2[CH2:25][CH2:24][CH:23]([N:26]([C:34]3[CH:39]=[CH:38][C:37]([CH3:40])=[CH:36][CH:35]=3)[C:27]([C:29]3[O:30][CH:31]=[CH:32][CH:33]=3)=[O:28])[CH2:22][CH2:21]2)[CH2:17][CH2:16][CH2:15][CH2:14][CH2:13]1)(=O)C.C(=O)([O-])[O-].[K+].[K+]. (3) Given the product [C:1]1([CH3:11])[CH:6]=[CH:5][C:4]([S:7]([O:24][CH2:23][CH2:22][O:21][CH2:20][CH2:19][O:18][CH3:17])(=[O:9])=[O:8])=[CH:3][CH:2]=1, predict the reactants needed to synthesize it. The reactants are: [C:1]1([CH3:11])[CH:6]=[CH:5][C:4]([S:7](Cl)(=[O:9])=[O:8])=[CH:3][CH:2]=1.C1COCC1.[CH3:17][O:18][CH2:19][CH2:20][O:21][CH2:22][CH2:23][OH:24].[OH-].[Na+]. (4) Given the product [C:7]1([NH:13][N:14]=[CH:15][C@@H:16]([C@H:18]([C@H:20]([C:22]([O:4][C:1](=[O:3])[CH3:2])([O:26][C:27](=[O:29])[CH3:28])[O:4][C:1](=[O:3])[CH3:2])[OH:21])[OH:19])[OH:17])[CH:8]=[CH:9][CH:10]=[CH:11][CH:12]=1, predict the reactants needed to synthesize it. The reactants are: [C:1]([O:4]CC)(=[O:3])[CH3:2].[C:7]1([NH:13][N:14]=[CH:15][C@@H:16]([C@H:18]([C@H:20]([CH3:22])[OH:21])[OH:19])[OH:17])[CH:12]=[CH:11][CH:10]=[CH:9][CH:8]=1.C([O:26][C:27](=[O:29])[CH3:28])(=O)C. (5) Given the product [C:34]([C:32]1[CH:33]=[C:29]([NH:28][C:27]([NH:20][CH2:19][C:18]2[CH:21]=[CH:22][C:15]([C:12]3[N:9]4[CH:10]=[CH:11][C:6]([C:3]5[CH:4]=[CH:5][S:1][CH:2]=5)=[CH:7][C:8]4=[N:14][CH:13]=3)=[CH:16][CH:17]=2)=[O:26])[N:30]([C:38]2[CH:43]=[CH:42][C:41]([CH3:44])=[CH:40][CH:39]=2)[N:31]=1)([CH3:37])([CH3:35])[CH3:36], predict the reactants needed to synthesize it. The reactants are: [S:1]1[CH:5]=[CH:4][C:3]([C:6]2[CH:11]=[CH:10][N:9]3[C:12]([C:15]4[CH:22]=[CH:21][C:18]([CH2:19][NH2:20])=[CH:17][CH:16]=4)=[CH:13][N:14]=[C:8]3[CH:7]=2)=[CH:2]1.ClC(Cl)(Cl)C[O:26][C:27](=O)[NH:28][C:29]1[N:30]([C:38]2[CH:43]=[CH:42][C:41]([CH3:44])=[CH:40][CH:39]=2)[N:31]=[C:32]([C:34]([CH3:37])([CH3:36])[CH3:35])[CH:33]=1.C(N(C(C)C)CC)(C)C. (6) Given the product [CH2:1]([O:3][C:4](=[O:22])[C:5]([CH3:21])([O:14][C:15]1[CH:20]=[CH:19][CH:18]=[CH:17][CH:16]=1)[CH2:6][C:7]1[CH:12]=[CH:11][C:10]([O:13][C:35]2[CH:34]=[C:33]([Cl:38])[N:32]=[C:31]([NH:30][CH2:23][C:24]3[CH:25]=[CH:26][CH:27]=[CH:28][CH:29]=3)[N:36]=2)=[CH:9][CH:8]=1)[CH3:2], predict the reactants needed to synthesize it. The reactants are: [CH2:1]([O:3][C:4](=[O:22])[C:5]([CH3:21])([O:14][C:15]1[CH:20]=[CH:19][CH:18]=[CH:17][CH:16]=1)[CH2:6][C:7]1[CH:12]=[CH:11][C:10]([OH:13])=[CH:9][CH:8]=1)[CH3:2].[CH2:23]([NH:30][C:31]1[N:36]=[C:35](Cl)[CH:34]=[C:33]([Cl:38])[N:32]=1)[C:24]1[CH:29]=[CH:28][CH:27]=[CH:26][CH:25]=1.C([O-])([O-])=O.[Cs+].[Cs+].